From a dataset of Catalyst prediction with 721,799 reactions and 888 catalyst types from USPTO. Predict which catalyst facilitates the given reaction. (1) Reactant: C(C1C=C(C=CC=1)C#N)(=[O:3])C.BrC1C=NC=C(C(F)(F)C)C=1.[F:23][C:24]([C:27]1[CH:28]=[C:29]([CH:32]=[CH:33][CH:34]=1)[C:30]#[N:31])([F:26])[CH3:25].CC(C[AlH]CC(C)C)C.Cl. Product: [F:23][C:24]([C:27]1[CH:28]=[C:29]([CH:32]=[CH:33][CH:34]=1)[C:30]#[N:31])([F:26])[CH3:25].[F:23][C:24]([C:27]1[CH:28]=[C:29]([CH:32]=[CH:33][CH:34]=1)[CH:30]=[O:3])([F:26])[CH3:25]. The catalyst class is: 2. (2) Product: [CH3:23][N:24]([N:13]=[N:1][C:2]1[CH:3]=[C:4]([C:8]([O:10][CH3:11])=[O:9])[Se:5][C:6]=1[CH3:7])[CH3:25]. Reactant: [NH2:1][C:2]1[CH:3]=[C:4]([C:8]([O:10][CH3:11])=[O:9])[Se:5][C:6]=1[CH3:7].Cl.[N:13]([O-])=O.[Na+].C(=O)([O-])[O-].[K+].[K+].[CH3:23][NH:24][CH3:25]. The catalyst class is: 6. (3) Reactant: [C:1]([NH:4][C:5]([NH:7][C:8]1[C:13]([F:14])=[CH:12][C:11]([Br:15])=[CH:10][C:9]=1F)=[S:6])(=[O:3])[CH3:2].[H-].[Na+].O. The catalyst class is: 3. Product: [Br:15][C:11]1[CH:12]=[C:13]([F:14])[C:8]2[N:7]=[C:5]([NH:4][C:1](=[O:3])[CH3:2])[S:6][C:9]=2[CH:10]=1. (4) Reactant: [CH3:1][CH:2]([C:12]1[CH:34]=[CH:33][C:15]([CH2:16][O:17][CH2:18][CH2:19][O:20][CH2:21][CH2:22][O:23][CH2:24][CH2:25][O:26]C2CCCCO2)=[CH:14][CH:13]=1)[CH2:3][CH2:4][CH2:5][CH2:6][CH2:7][CH2:8][CH2:9][CH2:10][CH3:11].CC1C=CC(S(O)(=O)=O)=CC=1.O. Product: [CH3:1][CH:2]([C:12]1[CH:13]=[CH:14][C:15]([CH2:16][O:17][CH2:18][CH2:19][O:20][CH2:21][CH2:22][O:23][CH2:24][CH2:25][OH:26])=[CH:33][CH:34]=1)[CH2:3][CH2:4][CH2:5][CH2:6][CH2:7][CH2:8][CH2:9][CH2:10][CH3:11]. The catalyst class is: 5. (5) Reactant: [C:1]([O:5][C:6]([N:8]1[CH2:13][C:12]([CH3:15])([CH3:14])[N:11]([C:16]([C:18]2[C:19]3[CH:41]=[N:40][N:39]([CH:42]4[CH2:47][CH2:46][CH2:45][CH2:44][O:43]4)[C:20]=3[N:21]=[C:22]([C:24]3[CH:29]=[CH:28][C:27]([O:30]CC4C=CC=CC=4)=[CH:26][C:25]=3[F:38])[CH:23]=2)=[O:17])[CH2:10][CH:9]1[CH:48]([CH3:50])[CH3:49])=[O:7])([CH3:4])([CH3:3])[CH3:2]. Product: [C:1]([O:5][C:6]([N:8]1[CH2:13][C:12]([CH3:15])([CH3:14])[N:11]([C:16]([C:18]2[C:19]3[CH:41]=[N:40][N:39]([CH:42]4[CH2:47][CH2:46][CH2:45][CH2:44][O:43]4)[C:20]=3[N:21]=[C:22]([C:24]3[CH:29]=[CH:28][C:27]([OH:30])=[CH:26][C:25]=3[F:38])[CH:23]=2)=[O:17])[CH2:10][CH:9]1[CH:48]([CH3:50])[CH3:49])=[O:7])([CH3:2])([CH3:3])[CH3:4]. The catalyst class is: 4. (6) Reactant: [OH-:1].[Na+].[F:3][C:4]1[CH:5]=[C:6]([C:10]2[N:11]=[C:12]([NH2:28])[C:13]3[CH:18]=[C:17]([CH2:19][C:20]4[CH:25]=[CH:24][CH:23]=[CH:22][C:21]=4[O:26][CH3:27])[S:16][C:14]=3[N:15]=2)[CH:7]=[CH:8][CH:9]=1. Product: [NH2:28][C:12]1[C:13]2[CH:18]=[C:17]([C:19]([C:20]3[CH:25]=[CH:24][CH:23]=[CH:22][C:21]=3[O:26][CH3:27])=[O:1])[S:16][C:14]=2[N:15]=[C:10]([C:6]2[CH:7]=[CH:8][CH:9]=[C:4]([F:3])[CH:5]=2)[N:11]=1. The catalyst class is: 3. (7) Reactant: [F:1][C:2]1[CH:3]=[C:4]([CH:42]=[CH:43][CH:44]=1)[CH2:5][N:6]1[CH:10]=[C:9]([C:11]2[C:19]3[C:14](=[N:15][CH:16]=[C:17]([C:20]4[CH:21]=[N:22][C:23]([N:26]5[CH2:31][CH2:30][NH:29][CH2:28][CH2:27]5)=[CH:24][CH:25]=4)[CH:18]=3)[N:13]([S:32]([C:35]3[CH:41]=[CH:40][C:38]([CH3:39])=[CH:37][CH:36]=3)(=[O:34])=[O:33])[CH:12]=2)[CH:8]=[N:7]1.FC1C=C(C=CC=1)CN1C=C(C2C3C(=NC=C(C4C=NC(N5CCN(C)CC5)=CC=4)C=3)NC=2)C=N1.Cl.[CH3:81][N:82]([CH3:87])[CH2:83][C:84](O)=[O:85].CN(C(ON1N=NC2C=CC=NC1=2)=[N+](C)C)C.F[P-](F)(F)(F)(F)F.C1C=CC2N(O)N=NC=2C=1.CCN(C(C)C)C(C)C. Product: [CH3:81][N:82]([CH3:87])[CH2:83][C:84]([N:29]1[CH2:30][CH2:31][N:26]([C:23]2[CH:24]=[CH:25][C:20]([C:17]3[CH:18]=[C:19]4[C:11]([C:9]5[CH:8]=[N:7][N:6]([CH2:5][C:4]6[CH:42]=[CH:43][CH:44]=[C:2]([F:1])[CH:3]=6)[CH:10]=5)=[CH:12][N:13]([S:32]([C:35]5[CH:41]=[CH:40][C:38]([CH3:39])=[CH:37][CH:36]=5)(=[O:34])=[O:33])[C:14]4=[N:15][CH:16]=3)=[CH:21][N:22]=2)[CH2:27][CH2:28]1)=[O:85]. The catalyst class is: 3. (8) Reactant: [Cl:1][C:2]1[C:9]([CH3:10])=[C:8](I)[CH:7]=[CH:6][C:3]=1[C:4]#[N:5].[CH2:12]([C@@H:14]1[NH:18][C:17](=[O:19])[CH2:16][C@@:15]1([OH:21])[CH3:20])[CH3:13].C1(P(C2C=CC=CC=2)C2C3OC4C(=CC=CC=4P(C4C=CC=CC=4)C4C=CC=CC=4)C(C)(C)C=3C=CC=2)C=CC=CC=1.C(=O)([O-])[O-].[Cs+].[Cs+]. Product: [Cl:1][C:2]1[C:9]([CH3:10])=[C:8]([N:18]2[C:17](=[O:19])[CH2:16][C@@:15]([OH:21])([CH3:20])[C@@H:14]2[CH2:12][CH3:13])[CH:7]=[CH:6][C:3]=1[C:4]#[N:5]. The catalyst class is: 110. (9) Reactant: [Cl-].COC[P+](C1C=CC=CC=1)(C1C=CC=CC=1)C1C=CC=CC=1.CC(C)([O-])C.[K+].C(C1C=C(C2C=CC=CC=2)C=CC=1[C:38]1[CH:47]=[CH:46][C:45]2[C:40](=[CH:41][CH:42]=[C:43]([C:48]3[CH:53]=[CH:52][CH:51]=[CH:50][CH:49]=3)[CH:44]=2)[CH:39]=1)=O. Product: [C:48]1([C:43]2[CH:44]=[C:45]3[C:40](=[CH:41][CH:42]=2)[CH:39]=[CH:38][CH:47]=[CH:46]3)[CH:53]=[CH:52][CH:51]=[CH:50][CH:49]=1. The catalyst class is: 165. (10) Reactant: F[C:2]1[CH:7]=[CH:6][C:5]([NH:8][C:9](=[O:11])[CH3:10])=[CH:4][C:3]=1[N+:12]([O-:14])=[O:13].[CH:15]1([CH2:18][NH2:19])[CH2:17][CH2:16]1.O. Product: [CH:15]1([CH2:18][NH:19][C:2]2[CH:7]=[CH:6][C:5]([NH:8][C:9](=[O:11])[CH3:10])=[CH:4][C:3]=2[N+:12]([O-:14])=[O:13])[CH2:17][CH2:16]1. The catalyst class is: 8.